Dataset: Reaction yield outcomes from USPTO patents with 853,638 reactions. Task: Predict the reaction yield, written as a fraction of the theoretical maximum amount of product (1.0 means a 100% yield; for example, 0.34 means a 34% yield). (1) The reactants are [CH3:1][C:2]1[NH:6][N:5]([C:7]2[CH:12]=[CH:11][CH:10]=[CH:9][CH:8]=2)[C:4](=[O:13])[CH:3]=1.I[CH2:15][CH2:16][CH3:17]. No catalyst specified. The product is [CH3:1][C:2]1[N:6]([CH2:15][CH2:16][CH3:17])[N:5]([C:7]2[CH:8]=[CH:9][CH:10]=[CH:11][CH:12]=2)[C:4](=[O:13])[CH:3]=1. The yield is 0.260. (2) The reactants are [OH-].[Na+].[Cl:3][C:4]1[CH:5]=[C:6]2[C:11](=[CH:12][CH:13]=1)[CH:10]=[C:9]([S:14][CH2:15][C@@H:16]([OH:21])[C:17]([O:19]C)=[O:18])[CH:8]=[CH:7]2.Cl. The catalyst is C(O)C.O. The product is [Cl:3][C:4]1[CH:5]=[C:6]2[C:11](=[CH:12][CH:13]=1)[CH:10]=[C:9]([S:14][CH2:15][C@@H:16]([OH:21])[C:17]([OH:19])=[O:18])[CH:8]=[CH:7]2. The yield is 0.970. (3) The reactants are [C:1]([NH:4][C:5]1[C:10]2=[N:11][C:12]([C:24]([O:26][CH3:27])=[O:25])=[C:13]([O:16]CC3C=CC=CC=3)[C:14](=[O:15])[N:9]2[CH:8]=[C:7]([N:28]2[CH2:33][CH2:32][O:31][CH2:30][CH2:29]2)[CH:6]=1)(=[O:3])[CH3:2].Cl. The catalyst is C(Cl)Cl. The product is [C:1]([NH:4][C:5]1[C:10]2=[N:11][C:12]([C:24]([O:26][CH3:27])=[O:25])=[C:13]([OH:16])[C:14](=[O:15])[N:9]2[CH:8]=[C:7]([N:28]2[CH2:33][CH2:32][O:31][CH2:30][CH2:29]2)[CH:6]=1)(=[O:3])[CH3:2]. The yield is 0.170. (4) The reactants are Cl[C:2]1[C:7]([C:8]([O:10][CH2:11][CH3:12])=[O:9])=[CH:6][N:5]=[C:4]([Cl:13])[CH:3]=1.CC[N:16](C(C)C)[CH:17]([CH3:19])[CH3:18].CC(N)C. The catalyst is CC(N(C)C)=O. The product is [Cl:13][C:4]1[CH:3]=[C:2]([NH:16][CH:17]([CH3:19])[CH3:18])[C:7]([C:8]([O:10][CH2:11][CH3:12])=[O:9])=[CH:6][N:5]=1. The yield is 0.360. (5) The reactants are [CH3:1][CH2:2][CH2:3][O:4][C:5]1[CH:6]=[C:7]2[C:12](=[CH:13][C:14]=1[O:15][CH3:16])[N:11]=[CH:10][N:9]=[C:8]2[O:17][C:18]1[CH:23]=[CH:22][C:21]([NH:24][C:25]([NH:27][CH2:28][CH2:29][CH3:30])=[O:26])=[C:20]([Cl:31])[CH:19]=1.C(=O)([O-])[O-].[K+].[K+].[NH:38]1[CH2:43][CH2:42][O:41][CH2:40][CH2:39]1.O. The catalyst is CN(C)C=O. The product is [Cl:31][C:20]1[CH:19]=[C:18]([O:17][C:8]2[C:7]3[C:12](=[CH:13][C:14]([O:15][CH3:16])=[C:5]([O:4][CH2:3][CH2:2][CH2:1][N:38]4[CH2:43][CH2:42][O:41][CH2:40][CH2:39]4)[CH:6]=3)[N:11]=[CH:10][N:9]=2)[CH:23]=[CH:22][C:21]=1[NH:24][C:25]([NH:27][CH2:28][CH2:29][CH3:30])=[O:26]. The yield is 0.770. (6) The reactants are C(O)(=O)C.[CH:5]([NH2:7])=[NH:6].[Cl:8][C:9]1[CH:14]=[CH:13][C:12]([S:15][CH2:16][C:17](=O)[CH2:18][C:19](OCC)=[O:20])=[CH:11][CH:10]=1.C1(O)C=CC=CC=1. The catalyst is C([O-])(O)=O.[Na+]. The product is [Cl:8][C:9]1[CH:10]=[CH:11][C:12]([S:15][CH2:16][C:17]2[N:7]=[CH:5][NH:6][C:19](=[O:20])[CH:18]=2)=[CH:13][CH:14]=1. The yield is 0.220. (7) The reactants are C[O:2][C:3](=[O:20])[C:4]1[CH:9]=[CH:8][C:7]([CH2:10][NH:11][C:12]([O:14][C:15]([CH3:18])([CH3:17])[CH3:16])=[O:13])=[C:6]([F:19])[CH:5]=1.[OH-].[Na+]. The catalyst is O1CCOCC1.CCOC(C)=O. The product is [C:15]([O:14][C:12]([NH:11][CH2:10][C:7]1[CH:8]=[CH:9][C:4]([C:3]([OH:20])=[O:2])=[CH:5][C:6]=1[F:19])=[O:13])([CH3:18])([CH3:16])[CH3:17]. The yield is 1.00. (8) The reactants are [Li+].CC(O[Al-](OC(C)(C)C)OC(C)(C)C)(C)C.[C:18]1([C:27](OCC)=[O:28])([C:22]([O:24][CH2:25][CH3:26])=[O:23])[CH2:21][CH2:20][CH2:19]1.OS([O-])(=O)=O.[K+]. The catalyst is C1COCC1.C(OCC)(=O)C. The product is [CH2:25]([O:24][C:22]([C:18]1([CH2:27][OH:28])[CH2:21][CH2:20][CH2:19]1)=[O:23])[CH3:26]. The yield is 0.630. (9) The product is [OH:43][CH2:42][C@@H:7]1[O:8][C:9](=[O:10])[N:11]([C:12]2[CH:13]=[C:14]3[C:19](=[CH:20][CH:21]=2)[CH2:18][N:17]([C:30]([O:35][CH2:36][C:37]2[CH:38]=[CH:28][CH:27]=[CH:26][CH:25]=2)=[O:34])[CH2:16][CH2:15]3)[CH2:1]1. The yield is 0.690. No catalyst specified. The reactants are [C:1]1([CH2:7][O:8][C:9]([NH:11][C:12]2[CH:13]=[C:14]3[C:19](=[CH:20][CH:21]=2)[CH2:18][N:17](C([O-])=O)[CH2:16][CH2:15]3)=[O:10])C=CC=CC=1.[CH2:25]([Li])[CH2:26][CH2:27][CH3:28].[C:30]([O:35][CH2:36][C@@H:37]1O[CH2:38]1)(=[O:34])CCC.C1C[O:43][CH2:42]C1. (10) The reactants are CCCC[N+](CCCC)(CCCC)CCCC.[F-].[C:19]([C@H:22]1[O:30][C@H:29]2[C@H:25]([N:26]=[C:27]([N:31]([CH2:39][CH:40]=[CH2:41])[C:32](=[O:38])[O:33][C:34]([CH3:37])([CH3:36])[CH3:35])[S:28]2)[C@@H:24]([O:42][CH2:43][C:44]2[CH:49]=[CH:48][CH:47]=[CH:46][CH:45]=2)[C@@H:23]1[O:50][CH2:51][C:52]1[CH:57]=[CH:56][CH:55]=[CH:54][CH:53]=1)(=[O:21])[CH3:20].[C:58]([Si](C)(C)C)([F:61])([F:60])[F:59]. The catalyst is C1COCC1. The product is [CH2:51]([O:50][C@@H:23]1[C@@H:22]([C:19]([OH:21])([CH3:20])[C:58]([F:61])([F:60])[F:59])[O:30][C@H:29]2[C@H:25]([N:26]=[C:27]([N:31]([CH2:39][CH:40]=[CH2:41])[C:32](=[O:38])[O:33][C:34]([CH3:37])([CH3:36])[CH3:35])[S:28]2)[C@H:24]1[O:42][CH2:43][C:44]1[CH:45]=[CH:46][CH:47]=[CH:48][CH:49]=1)[C:52]1[CH:57]=[CH:56][CH:55]=[CH:54][CH:53]=1. The yield is 0.680.